Task: Regression/Classification. Given a drug SMILES string, predict its absorption, distribution, metabolism, or excretion properties. Task type varies by dataset: regression for continuous measurements (e.g., permeability, clearance, half-life) or binary classification for categorical outcomes (e.g., BBB penetration, CYP inhibition). Dataset: b3db_classification.. Dataset: Blood-brain barrier permeability classification from the B3DB database (1) The molecule is CCn1cc(C(=O)O)c(=O)c2cnc(N3CCNCC3)nc21. The result is 0 (does not penetrate BBB). (2) The molecule is Cc1nccn1CC1CCc2c(c3ccccc3n2C)C1=O. The result is 1 (penetrates BBB). (3) The drug is COc1cc(CCN)cc(OC)c1OC. The result is 1 (penetrates BBB). (4) The drug is CC1(C)S[C@H]2[C@@H](NC(=O)[C@H](N)c3ccccc3)C(=O)N2[C@H]1C(=O)OCOC(=O)[C@@H]1N2C(=O)C[C@@H]2S(=O)(=O)C1(C)C. The result is 0 (does not penetrate BBB).